Dataset: Forward reaction prediction with 1.9M reactions from USPTO patents (1976-2016). Task: Predict the product of the given reaction. (1) Given the reactants C1(P(N=[N+]=[N-])(C2C=CC=CC=2)=O)C=CC=CC=1.C([N:20]([CH2:23]C)CC)C.[Br:25][C:26]1[C:27]([CH:35]([S:44]([C:47]2[CH:52]=[CH:51][C:50]([Cl:53])=[CH:49][CH:48]=2)(=[O:46])=[O:45])[C:36]2[CH:41]=[C:40]([F:42])[CH:39]=[CH:38][C:37]=2[F:43])=[CH:28][C:29](C(O)=O)=[N:30][CH:31]=1.C(OCC)(=[O:56])C.[C:60]([OH:64])([CH3:63])([CH3:62])[CH3:61], predict the reaction product. The product is: [C:60]([O:64][C:23](=[O:56])[NH:20][C:29]1[CH:28]=[C:27]([CH:35]([S:44]([C:47]2[CH:48]=[CH:49][C:50]([Cl:53])=[CH:51][CH:52]=2)(=[O:45])=[O:46])[C:36]2[CH:41]=[C:40]([F:42])[CH:39]=[CH:38][C:37]=2[F:43])[C:26]([Br:25])=[CH:31][N:30]=1)([CH3:63])([CH3:62])[CH3:61]. (2) Given the reactants [CH2:1]([O:5][CH:6]1[CH2:11][CH2:10][CH2:9][CH2:8][C:7]1=[CH2:12])[CH2:2]C=C, predict the reaction product. The product is: [O:5]1[CH:6]2[C:7]([CH2:8][CH2:9][CH2:10][CH2:11]2)=[CH:12][CH2:2][CH2:1]1. (3) Given the reactants [O:1]=[CH:2][C@@H:3]([C@H:5]([C@@H:7]([C@@H:9](CO)[OH:10])[OH:8])[OH:6])[OH:4].NC(N)=O, predict the reaction product. The product is: [CH2:2]([OH:1])[C@@H:3]([C@H:5]([C@@H:7]([CH2:9][OH:10])[OH:8])[OH:6])[OH:4]. (4) Given the reactants [CH3:1][O:2][C:3]1[CH:8]=[CH:7][C:6]([NH:9][C:10]2[CH:15]=[CH:14][N:13]=[CH:12][C:11]=2[N+:16]([O-])=O)=[C:5]([CH3:19])[CH:4]=1.[H][H], predict the reaction product. The product is: [CH3:1][O:2][C:3]1[CH:8]=[CH:7][C:6]([NH:9][C:10]2[CH:15]=[CH:14][N:13]=[CH:12][C:11]=2[NH2:16])=[C:5]([CH3:19])[CH:4]=1. (5) Given the reactants [F:1][C:2]1[CH:3]=[C:4]([CH:48]=[CH:49][CH:50]=1)[CH2:5][N:6]1[C:10]([CH3:11])=[C:9]([C:12]2[C:20]3[C:15](=[N:16][CH:17]=[C:18]([C:21]4[CH:22]=[CH:23][C:24]([O:32][CH2:33][CH2:34][CH2:35][OH:36])=[C:25]([NH:27][S:28]([CH3:31])(=[O:30])=[O:29])[CH:26]=4)[CH:19]=3)[N:14](S(C3C=CC(C)=CC=3)(=O)=O)[CH:13]=2)[C:8]([CH3:47])=[N:7]1.[OH-].[Li+], predict the reaction product. The product is: [F:1][C:2]1[CH:3]=[C:4]([CH:48]=[CH:49][CH:50]=1)[CH2:5][N:6]1[C:10]([CH3:11])=[C:9]([C:12]2[C:20]3[C:15](=[N:16][CH:17]=[C:18]([C:21]4[CH:22]=[CH:23][C:24]([O:32][CH2:33][CH2:34][CH2:35][OH:36])=[C:25]([NH:27][S:28]([CH3:31])(=[O:30])=[O:29])[CH:26]=4)[CH:19]=3)[NH:14][CH:13]=2)[C:8]([CH3:47])=[N:7]1. (6) Given the reactants [CH:1]([C:3]1[S:7][C:6](B(O)O)=[CH:5][CH:4]=1)=[O:2].[N:11]1([CH2:16][C:17]2[CH:18]=[CH:19][C:20](Br)=[N:21][CH:22]=2)[CH:15]=[CH:14][N:13]=[CH:12]1, predict the reaction product. The product is: [N:11]1([CH2:16][C:17]2[CH:18]=[CH:19][C:20]([C:6]3[S:7][C:3]([CH:1]=[O:2])=[CH:4][CH:5]=3)=[N:21][CH:22]=2)[CH:15]=[CH:14][N:13]=[CH:12]1. (7) Given the reactants Br[CH:2]1[CH2:11][CH2:10][C:9]2[C:8]([O:12][CH2:13][C:14]([O:16][CH2:17][CH3:18])=[O:15])=[CH:7][CH:6]=[CH:5][C:4]=2[C:3]1=O.[C:20]1([CH:26]([C:33]2[CH:38]=[CH:37][CH:36]=[CH:35][CH:34]=2)[CH2:27][CH2:28][NH:29][C:30]([NH2:32])=[S:31])[CH:25]=[CH:24][CH:23]=[CH:22][CH:21]=1.C(#N)C.C(N(CC)CC)C, predict the reaction product. The product is: [C:20]1([CH:26]([C:33]2[CH:38]=[CH:37][CH:36]=[CH:35][CH:34]=2)[CH2:27][CH2:28][NH:29][C:30]2[S:31][C:2]3[CH2:11][CH2:10][C:9]4[C:4](=[CH:5][CH:6]=[CH:7][C:8]=4[O:12][CH2:13][C:14]([O:16][CH2:17][CH3:18])=[O:15])[C:3]=3[N:32]=2)[CH:21]=[CH:22][CH:23]=[CH:24][CH:25]=1.